This data is from Forward reaction prediction with 1.9M reactions from USPTO patents (1976-2016). The task is: Predict the product of the given reaction. (1) Given the reactants [N+:1]([C:4]1[CH:5]=[C:6]([CH:10]([OH:14])[CH2:11][CH:12]=[CH2:13])[CH:7]=[CH:8][CH:9]=1)([O-:3])=[O:2].O[N:16]1C(=O)C2=CC=CC=C2C1=O.C1(P(C2C=CC=CC=2)C2C=CC=CC=2)C=CC=CC=1.N(C(OCC)=O)=NC(OCC)=O.O.NN, predict the reaction product. The product is: [N+:1]([C:4]1[CH:5]=[C:6]([CH:10]([O:14][NH2:16])[CH2:11][CH:12]=[CH2:13])[CH:7]=[CH:8][CH:9]=1)([O-:3])=[O:2]. (2) The product is: [Na:1].[O:31]1[CH2:36][CH2:35][CH2:34][O:33][CH:32]1[CH2:10][O:11][C:12]1[CH:17]=[CH:16][N:15]=[C:14]([CH2:18][S:19]([C:21]2[NH:22][C:23]3[CH:29]=[CH:28][CH:27]=[CH:26][C:24]=3[N:25]=2)=[O:20])[C:13]=1[CH3:30]. Given the reactants [Na:1].COC1OCC([CH2:10][O:11][C:12]2[CH:17]=[CH:16][N:15]=[C:14]([CH2:18][S:19]([C:21]3[NH:25][C:24]4[CH:26]=[CH:27][CH:28]=[CH:29][C:23]=4[N:22]=3)=[O:20])[C:13]=2[CH3:30])CO1.[O:31]1[CH2:36][CH2:35][CH2:34][O:33][CH:32]1CO, predict the reaction product.